From a dataset of Full USPTO retrosynthesis dataset with 1.9M reactions from patents (1976-2016). Predict the reactants needed to synthesize the given product. (1) Given the product [CH:24]1([CH2:23][O:22][C:6]2[CH:7]=[CH:8][C:9]3[C:10]([CH2:14][CH2:15][CH:16]4[CH2:21][CH2:20][N:19]([CH2:27][C:29]5[O:33][C:32]([C:34]#[N:35])=[CH:31][CH:30]=5)[CH2:18][CH2:17]4)=[N:11][O:12][C:13]=3[C:5]=2[CH2:4][N:2]([CH3:3])[CH3:1])[CH2:25][CH2:26]1, predict the reactants needed to synthesize it. The reactants are: [CH3:1][N:2]([CH2:4][C:5]1[C:13]2[O:12][N:11]=[C:10]([CH2:14][CH2:15][CH:16]3[CH2:21][CH2:20][NH:19][CH2:18][CH2:17]3)[C:9]=2[CH:8]=[CH:7][C:6]=1[O:22][CH2:23][CH:24]1[CH2:26][CH2:25]1)[CH3:3].[CH:27]([C:29]1[O:33][C:32]([C:34]#[N:35])=[CH:31][CH:30]=1)=O.C(O[BH-](OC(=O)C)OC(=O)C)(=O)C.[Na+].C(=O)(O)[O-].[Na+].C(=O)([O-])[O-].[Na+].[Na+]. (2) Given the product [F:1][C:2]1[CH:7]=[CH:6][C:5]([CH2:8][C:9]([N:17]([CH3:16])[C@H:18]2[CH2:37][N:22]3[C:23]4[C:28]([C:29]([CH2:30][C:31]([OH:33])=[O:32])=[C:21]3[CH2:20][CH2:19]2)=[CH:27][CH:26]=[CH:25][CH:24]=4)=[O:11])=[CH:4][C:3]=1[C:12]([F:15])([F:14])[F:13], predict the reactants needed to synthesize it. The reactants are: [F:1][C:2]1[CH:7]=[CH:6][C:5]([CH2:8][C:9]([OH:11])=O)=[CH:4][C:3]=1[C:12]([F:15])([F:14])[F:13].[CH3:16][NH:17][C@H:18]1[CH2:37][N:22]2[C:23]3[C:28]([C:29]([CH2:30][C:31]([O:33]CCC)=[O:32])=[C:21]2[CH2:20][CH2:19]1)=[CH:27][CH:26]=[CH:25][CH:24]=3. (3) Given the product [F:21][C:18]1[CH:17]=[CH:16][C:15]([C:8]2[N:9]=[C:10]3[N:14]([C:7]=2[C:5]2[CH:4]=[CH:3][N:24]=[C:25]([NH:27][CH:28]4[CH2:33][CH2:32][N:31]([C:34]([O:36][C:37]([CH3:40])([CH3:39])[CH3:38])=[O:35])[CH2:30][CH2:29]4)[N:26]=2)[CH:13]=[CH:12][O:11]3)=[CH:20][CH:19]=1, predict the reactants needed to synthesize it. The reactants are: CN(C)[CH:3]=[CH:4][C:5]([C:7]1[N:14]2[C:10]([O:11][CH:12]=[CH:13]2)=[N:9][C:8]=1[C:15]1[CH:20]=[CH:19][C:18]([F:21])=[CH:17][CH:16]=1)=O.Cl.[NH2:24][C:25]([NH:27][CH:28]1[CH2:33][CH2:32][N:31]([C:34]([O:36][C:37]([CH3:40])([CH3:39])[CH3:38])=[O:35])[CH2:30][CH2:29]1)=[NH:26].[O-]CC.[Na+]. (4) Given the product [Br:16][C:17]1[CH:18]=[C:19]([CH:23]=[CH:24][CH:25]=1)[C:20]([C:2]1[NH:1][C:9]2[C:4]([C:3]=1[CH2:10][C:11]([O:13][CH2:14][CH3:15])=[O:12])=[CH:5][CH:6]=[CH:7][CH:8]=2)=[O:21], predict the reactants needed to synthesize it. The reactants are: [NH:1]1[C:9]2[C:4](=[CH:5][CH:6]=[CH:7][CH:8]=2)[C:3]([CH2:10][C:11]([O:13][CH2:14][CH3:15])=[O:12])=[CH:2]1.[Br:16][C:17]1[CH:18]=[C:19]([CH:23]=[CH:24][CH:25]=1)[C:20](Cl)=[O:21].